Predict the reactants needed to synthesize the given product. From a dataset of Full USPTO retrosynthesis dataset with 1.9M reactions from patents (1976-2016). (1) Given the product [CH2:15]([CH:6]1[C:7]2[CH:8]=[CH:9][CH:10]=[CH:11][C:12]=2[C:13]2[S:14][C:2]([C:28]3[CH:33]=[CH:32][CH:31]=[CH:30][CH:29]=3)=[CH:3][C:4]=2[N:5]1[S:17]([C:20]1[CH:25]=[CH:24][C:23]([OH:26])=[CH:22][CH:21]=1)(=[O:19])=[O:18])[CH3:16], predict the reactants needed to synthesize it. The reactants are: Br[C:2]1[S:14][C:13]2[C:12]3[CH:11]=[CH:10][CH:9]=[CH:8][C:7]=3[CH:6]([CH2:15][CH3:16])[N:5]([S:17]([C:20]3[CH:25]=[CH:24][C:23]([O:26]C)=[CH:22][CH:21]=3)(=[O:19])=[O:18])[C:4]=2[CH:3]=1.[C:28]1(B(O)O)[CH:33]=[CH:32][CH:31]=[CH:30][CH:29]=1. (2) Given the product [OH:4][CH2:5][CH:6]([CH2:7][OH:8])[CH2:9][N:10]([CH2:12][C:13]1[C:17]2[N:18]=[CH:19][NH:20][C:21](=[O:22])[C:16]=2[NH:15][CH:14]=1)[CH3:11], predict the reactants needed to synthesize it. The reactants are: Cl.CC1(C)[O:8][CH2:7][CH:6]([CH2:9][N:10]([CH2:12][C:13]2[C:17]3[N:18]=[CH:19][NH:20][C:21](=[O:22])[C:16]=3[NH:15][CH:14]=2)[CH3:11])[CH2:5][O:4]1. (3) The reactants are: [CH2:1]([NH:4][C:5](=[O:16])[C:6]1[CH:11]=[CH:10][CH:9]=[C:8]([C:12]([F:15])([F:14])[F:13])[CH:7]=1)[C:2]#[CH:3].[OH-].[Na+]. Given the product [CH3:3][C:2]1[O:16][C:5]([C:6]2[CH:11]=[CH:10][CH:9]=[C:8]([C:12]([F:14])([F:15])[F:13])[CH:7]=2)=[N:4][CH:1]=1, predict the reactants needed to synthesize it. (4) Given the product [F:54][C:53]([F:56])([F:55])[C:51]([OH:57])=[O:52].[F:1][C:2]1[CH:3]=[C:4]([CH:48]=[CH:49][CH:50]=1)[CH2:5][N:6]1[CH:10]=[C:9]([C:11]2[C:19]3[C:14](=[N:15][CH:16]=[C:17]([C:20]4[CH:21]=[N:22][N:23]([CH:25]5[CH2:30][CH2:29][NH:28][CH2:27][CH2:26]5)[CH:24]=4)[CH:18]=3)[N:13]([S:38]([C:41]3[CH:47]=[CH:46][C:44]([CH3:45])=[CH:43][CH:42]=3)(=[O:39])=[O:40])[CH:12]=2)[CH:8]=[N:7]1, predict the reactants needed to synthesize it. The reactants are: [F:1][C:2]1[CH:3]=[C:4]([CH:48]=[CH:49][CH:50]=1)[CH2:5][N:6]1[CH:10]=[C:9]([C:11]2[C:19]3[C:14](=[N:15][CH:16]=[C:17]([C:20]4[CH:21]=[N:22][N:23]([CH:25]5[CH2:30][CH2:29][N:28](C(OC(C)(C)C)=O)[CH2:27][CH2:26]5)[CH:24]=4)[CH:18]=3)[N:13]([S:38]([C:41]3[CH:47]=[CH:46][C:44]([CH3:45])=[CH:43][CH:42]=3)(=[O:40])=[O:39])[CH:12]=2)[CH:8]=[N:7]1.[C:51]([OH:57])([C:53]([F:56])([F:55])[F:54])=[O:52].C(Cl)Cl. (5) Given the product [Br:1][C:2]1[CH:7]=[CH:6][C:5]([CH2:8][Cl:25])=[CH:4][C:3]=1[O:10][CH3:11], predict the reactants needed to synthesize it. The reactants are: [Br:1][C:2]1[CH:7]=[CH:6][C:5]([CH2:8]O)=[CH:4][C:3]=1[O:10][CH3:11].C(N(CC)C(C)C)(C)C.CS([Cl:25])(=O)=O.C(=O)(O)[O-].[Na+]. (6) The reactants are: C([BH-](C(CC)C)C(CC)C)(CC)C.[Li+].[F:15][C:16]1[CH:21]=[CH:20][C:19]([C@@H:22]([N:24]2[CH2:29][C:28]([CH3:31])([CH3:30])[O:27][C:26](=[O:32])[C:25]2=[O:33])[CH3:23])=[CH:18][CH:17]=1.[OH-].[Na+].OO.S(=O)(O)[O-].[Na+]. Given the product [F:15][C:16]1[CH:21]=[CH:20][C:19]([C@@H:22]([N:24]2[CH2:29][C:28]([CH3:30])([CH3:31])[O:27][CH:26]([OH:32])[C:25]2=[O:33])[CH3:23])=[CH:18][CH:17]=1, predict the reactants needed to synthesize it.